Dataset: Catalyst prediction with 721,799 reactions and 888 catalyst types from USPTO. Task: Predict which catalyst facilitates the given reaction. (1) Reactant: [CH3:1][N:2]([C:4]([O:8][N:9]1[N:17]=[N:16][C:11]2[CH:12]=[CH:13][CH:14]=[CH:15][C:10]1=2)=[N+:5]([CH3:7])[CH3:6])[CH3:3].[F:18][P-:19]([F:24])([F:23])([F:22])([F:21])[F:20].[CH:25]1[CH:26]=[CH:27][C:28]2[N:33]([OH:34])[N:32]=[N:31][C:29]=2[CH:30]=1.CCN(C(C)C)C(C)C. Product: [CH3:7][N:5]([C:4]([O:8][N:9]1[N:17]=[N:16][C:11]2[CH:12]=[CH:13][CH:14]=[CH:15][C:10]1=2)=[N+:2]([CH3:1])[CH3:3])[CH3:6].[F:18][P-:19]([F:24])([F:23])([F:22])([F:21])[F:20].[CH:25]1[CH:26]=[CH:27][C:28]2[N:33]([OH:34])[N:32]=[N:31][C:29]=2[CH:30]=1. The catalyst class is: 3. (2) Reactant: Cl.[CH:2]([C:5]1[O:9][C:8]([C@H:10]2[CH2:15][CH2:14][C@H:13]([NH2:16])[CH2:12][CH2:11]2)=[N:7][N:6]=1)([CH3:4])[CH3:3].[C:17]1([N:23]2[CH:27]=[C:26]([C:28]([NH:30][CH2:31][CH2:32][NH:33][C:34](=O)[O:35]C3C=CC=CC=3)=[O:29])[C:25]([C:43]([F:46])([F:45])[F:44])=[N:24]2)[CH:22]=[CH:21][CH:20]=[CH:19][CH:18]=1.C(=O)([O-])[O-].[Cs+].[Cs+]. Product: [CH:2]([C:5]1[O:9][C:8]([C@H:10]2[CH2:11][CH2:12][C@H:13]([NH:16][C:34]([NH:33][CH2:32][CH2:31][NH:30][C:28]([C:26]3[C:25]([C:43]([F:44])([F:45])[F:46])=[N:24][N:23]([C:17]4[CH:18]=[CH:19][CH:20]=[CH:21][CH:22]=4)[CH:27]=3)=[O:29])=[O:35])[CH2:14][CH2:15]2)=[N:7][N:6]=1)([CH3:4])[CH3:3]. The catalyst class is: 351. (3) Reactant: [F:1][C:2]1[CH:3]=[C:4]([C:8]2[C:9]([N:17]3[CH2:22][CH2:21][N:20](C(OC(C)(C)C)=O)[CH2:19][CH2:18]3)=[C:10]3[CH:16]=[CH:15][NH:14][C:11]3=[N:12][CH:13]=2)[CH:5]=[CH:6][CH:7]=1.C(O)(C(F)(F)F)=O.C1(N)C(F)=C(F)C(F)=C(N)C=1F.Cl.Cl. Product: [F:1][C:2]1[CH:3]=[C:4]([C:8]2[C:9]([N:17]3[CH2:18][CH2:19][NH:20][CH2:21][CH2:22]3)=[C:10]3[CH:16]=[CH:15][NH:14][C:11]3=[N:12][CH:13]=2)[CH:5]=[CH:6][CH:7]=1. The catalyst class is: 2.